From a dataset of Full USPTO retrosynthesis dataset with 1.9M reactions from patents (1976-2016). Predict the reactants needed to synthesize the given product. (1) The reactants are: [Cl:1][C:2]1[CH:3]=[C:4]([N:26]2[C:31](=[O:32])[NH:30][C:29](=[O:33])[CH:28]=[N:27]2)[CH:5]=[C:6]([CH3:25])[C:7]=1[O:8][C:9]1[CH:14]=[CH:13][C:12]([OH:15])=[C:11]([C:16](=[O:24])[C:17]2[CH:22]=[CH:21][C:20]([F:23])=[CH:19][CH:18]=2)[CH:10]=1.[BH4-].[Na+]. Given the product [Cl:1][C:2]1[CH:3]=[C:4]([N:26]2[C:31](=[O:32])[NH:30][C:29](=[O:33])[CH:28]=[N:27]2)[CH:5]=[C:6]([CH3:25])[C:7]=1[O:8][C:9]1[CH:14]=[CH:13][C:12]([OH:15])=[C:11]([CH:16]([C:17]2[CH:18]=[CH:19][C:20]([F:23])=[CH:21][CH:22]=2)[OH:24])[CH:10]=1, predict the reactants needed to synthesize it. (2) Given the product [I:18][C:19]1[CH:26]=[CH:25][CH:24]=[CH:23][C:20]=1[CH2:21][N:12]1[C:13]([CH3:17])([CH3:16])[C:14](=[O:15])[N:11]1[CH:2]1[CH:3]2[CH2:4][CH:5]3[CH2:6][CH:7]([CH2:8][CH:1]1[CH2:10]3)[CH2:9]2, predict the reactants needed to synthesize it. The reactants are: [CH:1]12[CH2:10][CH:5]3[CH2:6][CH:7]([CH2:9][CH:3]([CH2:4]3)[CH:2]1[N:11]1[C:14](=[O:15])[C:13]([CH3:17])([CH3:16])[NH:12]1)[CH2:8]2.[I:18][C:19]1[CH:26]=[CH:25][CH:24]=[CH:23][C:20]=1[CH2:21]Br. (3) Given the product [F:1][C@H:2]1[C@H:7]([O:8][S:24]([CH3:23])(=[O:26])=[O:25])[CH2:6][CH2:5][N:4]([C:9]([O:11][C:12]([CH3:15])([CH3:14])[CH3:13])=[O:10])[CH2:3]1, predict the reactants needed to synthesize it. The reactants are: [F:1][CH:2]1[CH:7]([OH:8])[CH2:6][CH2:5][N:4]([C:9]([O:11][C:12]([CH3:15])([CH3:14])[CH3:13])=[O:10])[CH2:3]1.C(N(CC)CC)C.[CH3:23][S:24](Cl)(=[O:26])=[O:25].